From a dataset of Full USPTO retrosynthesis dataset with 1.9M reactions from patents (1976-2016). Predict the reactants needed to synthesize the given product. (1) Given the product [NH2:17][C:18]1[CH:19]=[C:20]([CH:24]=[CH:25][N:26]=1)[C:21]([NH:14][CH:12]([C:9]1[CH:10]=[N:11][C:6]([O:5][CH2:4][C:3]([F:2])([F:15])[F:16])=[CH:7][CH:8]=1)[CH3:13])=[O:22], predict the reactants needed to synthesize it. The reactants are: Cl.[F:2][C:3]([F:16])([F:15])[CH2:4][O:5][C:6]1[N:11]=[CH:10][C:9]([CH:12]([NH2:14])[CH3:13])=[CH:8][CH:7]=1.[NH2:17][C:18]1[CH:19]=[C:20]([CH:24]=[CH:25][N:26]=1)[C:21](O)=[O:22].C(N(CC)C(C)C)(C)C.CN(C(ON1N=NC2C=CC=CC1=2)=[N+](C)C)C.F[P-](F)(F)(F)(F)F. (2) Given the product [NH2:1][C:2]1[C:3]([C:24]([OH:26])=[O:25])=[N:4][C:5]([C:8]2[C:17]3[C:12](=[CH:13][CH:14]=[CH:15][CH:16]=3)[CH:11]=[C:10]([N:18]3[CH2:23][CH2:22][O:21][CH2:20][CH2:19]3)[N:9]=2)=[CH:6][N:7]=1, predict the reactants needed to synthesize it. The reactants are: [NH2:1][C:2]1[C:3]([C:24]([O:26]C)=[O:25])=[N:4][C:5]([C:8]2[C:17]3[C:12](=[CH:13][CH:14]=[CH:15][CH:16]=3)[CH:11]=[C:10]([N:18]3[CH2:23][CH2:22][O:21][CH2:20][CH2:19]3)[N:9]=2)=[CH:6][N:7]=1.O[Li].O. (3) Given the product [Br:2][C:3]1[CH:4]=[C:5]([N:9]2[C:22]([OH:23])=[C:16]([CH3:15])[C:17](=[O:18])[NH:10]2)[CH:6]=[CH:7][CH:8]=1, predict the reactants needed to synthesize it. The reactants are: Cl.[Br:2][C:3]1[CH:4]=[C:5]([NH:9][NH2:10])[CH:6]=[CH:7][CH:8]=1.[O-]CC.[Na+].[CH3:15][CH:16]([C:22](OCC)=[O:23])[C:17](OCC)=[O:18]. (4) Given the product [CH2:18]([O:17][C:15]([CH:14]1[S:12][C:10]([C:8]2[CH:7]=[CH:6][C:5]3[O:1][CH2:2][CH2:3][C:4]=3[CH:9]=2)=[N:11][C:20]1=[O:21])=[O:16])[CH3:19], predict the reactants needed to synthesize it. The reactants are: [O:1]1[C:5]2[CH:6]=[CH:7][C:8]([C:10](=[S:12])[NH2:11])=[CH:9][C:4]=2[CH2:3][CH2:2]1.Cl[CH:14]([C:20](OCC)=[O:21])[C:15]([O:17][CH2:18][CH3:19])=[O:16]. (5) Given the product [NH2:31][C:29]1[S:30][C:26]2[CH2:25][CH:24]([N:23]([CH2:34][CH2:35][CH3:36])[CH2:22][CH2:21][CH2:20][CH2:19][CH2:18][C:11]3[CH:12]=[C:13]([OH:16])[CH:14]=[CH:15][C:10]=3[OH:9])[CH2:33][CH2:32][C:27]=2[N:28]=1, predict the reactants needed to synthesize it. The reactants are: B(Br)(Br)Br.C(Cl)Cl.C[O:9][C:10]1[CH:15]=[CH:14][C:13]([O:16]C)=[CH:12][C:11]=1[CH2:18][CH2:19][CH2:20][CH2:21][CH2:22][N:23]([CH2:34][CH2:35][CH3:36])[CH:24]1[CH2:33][CH2:32][C:27]2[N:28]=[C:29]([NH2:31])[S:30][C:26]=2[CH2:25]1. (6) Given the product [F:28][C:29]([F:35])([F:34])[S:30]([NH:33][C:2]1[C:11]([O:12][CH:13]([C:18]2[CH:19]=[N:20][CH:21]=[CH:22][CH:23]=2)[C:14]([F:17])([F:16])[F:15])=[N:10][C:9]2[C:4](=[CH:5][CH:6]=[CH:7][CH:8]=2)[N:3]=1)(=[O:32])=[O:31], predict the reactants needed to synthesize it. The reactants are: Cl[C:2]1[C:11]([O:12][CH:13]([C:18]2[CH:19]=[N:20][CH:21]=[CH:22][CH:23]=2)[C:14]([F:17])([F:16])[F:15])=[N:10][C:9]2[C:4](=[CH:5][CH:6]=[CH:7][CH:8]=2)[N:3]=1.CS(C)=O.[F:28][C:29]([F:35])([F:34])[S:30]([NH2:33])(=[O:32])=[O:31].C(=O)([O-])[O-].[K+].[K+].